Dataset: Forward reaction prediction with 1.9M reactions from USPTO patents (1976-2016). Task: Predict the product of the given reaction. (1) Given the reactants [Cl:1][C:2]1[C:7]([N:8](C)[C:9](=O)OC(C)(C)C)=[CH:6][C:5]([F:17])=[CH:4][N:3]=1, predict the reaction product. The product is: [Cl:1][C:2]1[C:7]([NH:8][CH3:9])=[CH:6][C:5]([F:17])=[CH:4][N:3]=1. (2) Given the reactants [CH2:1]([N:3]([CH2:18][CH3:19])[CH2:4][CH2:5][CH2:6][CH2:7][NH:8][CH2:9][C:10]1[CH:15]=[C:14]([CH3:16])[CH:13]=[C:12]([CH3:17])[CH:11]=1)[CH3:2].[CH:20]1[C:29]2[C:24](=[CH:25][CH:26]=[CH:27][CH:28]=2)[CH:23]=[CH:22][C:21]=1[C:30](O)=[O:31].C(N(C(C)C)CC)(C)C.CN(C(ON1N=NC2C=CC=NC1=2)=[N+](C)C)C.F[P-](F)(F)(F)(F)F, predict the reaction product. The product is: [CH2:18]([N:3]([CH2:1][CH3:2])[CH2:4][CH2:5][CH2:6][CH2:7][N:8]([CH2:9][C:10]1[CH:11]=[C:12]([CH3:17])[CH:13]=[C:14]([CH3:16])[CH:15]=1)[C:30]([C:21]1[CH:22]=[CH:23][C:24]2[C:29](=[CH:28][CH:27]=[CH:26][CH:25]=2)[CH:20]=1)=[O:31])[CH3:19]. (3) Given the reactants [OH:1][C:2]1[CH:3]=[C:4]2[C:9](=[CH:10][CH:11]=1)[CH2:8][NH:7][CH:6]([C:12]([OH:14])=[O:13])[CH2:5]2.[Cl:15][C:16]1[CH:21]=[CH:20][C:19]([N:22]=[C:23]=[O:24])=[CH:18][CH:17]=1, predict the reaction product. The product is: [Cl:15][C:16]1[CH:21]=[CH:20][C:19]([NH:22][C:23]([CH:8]2[C:9]3[C:4](=[CH:3][C:2]([OH:1])=[CH:11][CH:10]=3)[CH2:5][CH:6]([C:12]([OH:14])=[O:13])[NH:7]2)=[O:24])=[CH:18][CH:17]=1. (4) Given the reactants [CH3:1][CH2:2][CH2:3][CH2:4][CH2:5][CH2:6][CH2:7][CH2:8]/[CH:9]=[CH:10]\[CH2:11][CH2:12][CH2:13][CH2:14][CH2:15][CH2:16][CH2:17][C:18]([O:20][CH2:21][CH:22]([CH2:43][O:44][C:45]([CH2:47][CH2:48][CH2:49][CH2:50][CH2:51][CH2:52][CH2:53]/[CH:54]=[CH:55]\[CH2:56][CH2:57][CH2:58][CH2:59][CH2:60][CH2:61][CH2:62][CH3:63])=[O:46])[O:23][C:24]([CH2:26][CH2:27][CH2:28][CH2:29][CH2:30][CH2:31][CH2:32]/[CH:33]=[CH:34]\[CH2:35][CH2:36][CH2:37][CH2:38][CH2:39][CH2:40][CH2:41][CH3:42])=[O:25])=[O:19].C(O)C.C(O)(C)C, predict the reaction product. The product is: [CH3:1][CH2:2][CH2:3][CH2:4][CH2:5][CH2:6][CH2:7][CH2:8][CH2:9][CH2:10][CH2:11][CH2:12][CH2:13][CH2:14][CH2:15][CH2:16][CH2:17][C:18]([O:20][CH2:21][CH:22]([O:23][C:24]([CH2:26][CH2:27][CH2:28][CH2:29][CH2:30][CH2:31][CH2:32][CH2:33][CH2:34][CH2:35][CH2:36][CH2:37][CH2:38][CH2:39][CH2:40][CH2:41][CH3:42])=[O:25])[CH2:43][O:44][C:45]([CH2:47][CH2:48][CH2:49][CH2:50][CH2:51][CH2:52][CH2:53][CH2:54][CH2:55][CH2:56][CH2:57][CH2:58][CH2:59][CH2:60][CH2:61][CH2:62][CH3:63])=[O:46])=[O:19]. (5) Given the reactants [Ca:1].[CH2:2]([OH:88])[C@H:3]1[O:8][C@@H:7]2[O:9][C@H:10]3[C@H:15]([OH:16])[C@@H:14]([OH:17])[C@@H:13]([O:18][C@H:19]4[C@H:24]([OH:25])[C@@H:23]([OH:26])[C@@H:22]([O:27][C@H:28]5[C@H:33]([OH:34])[C@@H:32]([OH:35])[CH:31]([O:36][CH:37]6[C@H:42]([OH:43])[C@@H:41]([OH:44])[CH:40]([CH:45]7[C@H:50]([OH:51])[C@@H:49]([OH:52])[CH:48]([O:53][C@H:54]8[C@H:59]([OH:60])[C@@H:58]([OH:61])[C@@H:57]([O:62][C@H:63]9[C@H:69]([OH:70])[C@@H:68]([OH:71])[C@@H:66]([O:67][C@H:4]1[C@H:5]([OH:87])[C@H:6]2[OH:86])[O:65][C@@H:64]9[CH2:72][OH:73])[O:56][C@@H:55]8[CH2:74][OH:75])[O:47][C@@H:46]7[CH2:76][OH:77])[O:39][C@@H:38]6[CH2:78][OH:79])[O:30][C@@H:29]5[CH2:80][OH:81])[O:21][C@@H:20]4[CH2:82][OH:83])[O:12][C@@H:11]3[CH2:84][OH:85], predict the reaction product. The product is: [CH2:2]([OH:88])[C@H:3]1[O:8][C@@H:7]2[O:9][C@H:10]3[C@H:15]([OH:16])[C@@H:14]([OH:17])[C@@H:13]([O:18][C@H:19]4[C@H:24]([OH:25])[C@@H:23]([OH:26])[C@@H:22]([O:27][C@H:28]5[C@H:33]([OH:34])[C@@H:32]([OH:35])[CH:31]([O:36][CH:37]6[C@H:42]([OH:43])[C@@H:41]([OH:44])[CH:40]([CH:45]7[C@H:50]([OH:51])[C@@H:49]([OH:52])[CH:48]([O:53][C@H:54]8[C@H:59]([OH:60])[C@@H:58]([OH:61])[C@@H:57]([O:62][C@H:63]9[C@H:69]([OH:70])[C@@H:68]([OH:71])[C@@H:66]([O:67][C@H:4]1[C@H:5]([OH:87])[C@H:6]2[OH:86])[O:65][C@@H:64]9[CH2:72][OH:73])[O:56][C@@H:55]8[CH2:74][OH:75])[O:47][C@@H:46]7[CH2:76][OH:77])[O:39][C@@H:38]6[CH2:78][OH:79])[O:30][C@@H:29]5[CH2:80][OH:81])[O:21][C@@H:20]4[CH2:82][OH:83])[O:12][C@@H:11]3[CH2:84][OH:85].[Ca:1]. (6) Given the reactants O[N:2]=[C:3]([C:5]1[C:6]([CH3:16])=[CH:7][C:8]([CH3:15])=[C:9]([CH:14]=1)[C:10]([O:12][CH3:13])=[O:11])[NH2:4].[ClH:17].[C:18]([C:21]1C(C)=CC(C)=C([CH:30]=1)C(OC)=O)(=N)N.C(C1C(C2CCC2)=CC(C)=C(C=1)C(OC)=O)#N.C(C1C(C)=CC(C)=C(C=1)C(OC)=O)#N, predict the reaction product. The product is: [ClH:17].[C:3]([C:5]1[C:6]([CH:16]2[CH2:30][CH2:21][CH2:18]2)=[CH:7][C:8]([CH3:15])=[C:9]([CH:14]=1)[C:10]([O:12][CH3:13])=[O:11])(=[NH:2])[NH2:4]. (7) Given the reactants F[C:2]1[CH:9]=[CH:8][C:5]([C:6]#[N:7])=[CH:4][C:3]=1[N+:10]([O-:12])=[O:11].[F:13][C:14]([F:24])([F:23])[O:15][C:16]1[CH:22]=[CH:21][C:19]([NH2:20])=[CH:18][CH:17]=1.C(=O)([O-])[O-].[K+].[K+], predict the reaction product. The product is: [N+:10]([C:3]1[CH:4]=[C:5]([CH:8]=[CH:9][C:2]=1[NH:20][C:19]1[CH:21]=[CH:22][C:16]([O:15][C:14]([F:13])([F:23])[F:24])=[CH:17][CH:18]=1)[C:6]#[N:7])([O-:12])=[O:11]. (8) Given the reactants CO.Cl[C:4]1[C:9]([N+:10]([O-:12])=[O:11])=[CH:8][CH:7]=[C:6]([Cl:13])[N:5]=1.C(N(CC)CC)C.[F:21][C:22]1[CH:23]=[C:24]([CH:26]=[CH:27][C:28]=1[F:29])[NH2:25], predict the reaction product. The product is: [F:21][C:22]1[CH:23]=[C:24]([NH:25][C:4]2[C:9]([N+:10]([O-:12])=[O:11])=[CH:8][CH:7]=[C:6]([Cl:13])[N:5]=2)[CH:26]=[CH:27][C:28]=1[F:29]. (9) Given the reactants [H-].[Al+3].[Li+].[H-].[H-].[H-].[CH2:7]([N:14]1[CH2:19][C:18]([CH3:21])([CH3:20])[CH2:17][CH2:16][CH:15]1[C:22]([NH2:24])=O)[C:8]1[CH:13]=[CH:12][CH:11]=[CH:10][CH:9]=1.[OH-].[Na+].S([O-])([O-])(=O)=O.[Na+].[Na+], predict the reaction product. The product is: [CH2:7]([N:14]1[CH2:19][C:18]([CH3:20])([CH3:21])[CH2:17][CH2:16][CH:15]1[CH2:22][NH2:24])[C:8]1[CH:13]=[CH:12][CH:11]=[CH:10][CH:9]=1.